This data is from Full USPTO retrosynthesis dataset with 1.9M reactions from patents (1976-2016). The task is: Predict the reactants needed to synthesize the given product. Given the product [CH3:1][S:2]([C:5]1[CH:31]=[CH:30][C:8]([O:9][CH2:10][C:11]2[CH:16]=[CH:15][C:14]([CH:17]3[CH2:22][CH2:21][N:20]([C:23]4[N:39]=[CH:40][C:35]([CH2:32][CH2:33][CH3:34])=[CH:36][N:37]=4)[CH2:19][CH2:18]3)=[CH:13][N:12]=2)=[CH:7][CH:6]=1)(=[O:4])=[O:3], predict the reactants needed to synthesize it. The reactants are: [CH3:1][S:2]([C:5]1[CH:31]=[CH:30][C:8]([O:9][CH2:10][C:11]2[CH:16]=[CH:15][C:14]([CH:17]3[CH2:22][CH2:21][N:20]([C:23](OCCCC)=O)[CH2:19][CH2:18]3)=[CH:13][N:12]=2)=[CH:7][CH:6]=1)(=[O:4])=[O:3].[CH2:32]([C:35]1[CH:36]=[N:37]C(Br)=[N:39][CH:40]=1)[CH2:33][CH3:34].